From a dataset of Full USPTO retrosynthesis dataset with 1.9M reactions from patents (1976-2016). Predict the reactants needed to synthesize the given product. (1) Given the product [Br-:23].[CH:25]1([CH2:24][N+:1]23[CH2:6][CH2:5][C:4]([C:9]([OH:10])([C:17]4[CH:22]=[CH:21][CH:20]=[CH:19][CH:18]=4)[C:11]4[CH:12]=[CH:13][CH:14]=[CH:15][CH:16]=4)([CH2:3][CH2:2]2)[CH2:7][CH2:8]3)[CH2:27][CH2:26]1, predict the reactants needed to synthesize it. The reactants are: [N:1]12[CH2:8][CH2:7][C:4]([C:9]([C:17]3[CH:22]=[CH:21][CH:20]=[CH:19][CH:18]=3)([C:11]3[CH:16]=[CH:15][CH:14]=[CH:13][CH:12]=3)[OH:10])([CH2:5][CH2:6]1)[CH2:3][CH2:2]2.[Br:23][CH2:24][CH:25]1[CH2:27][CH2:26]1. (2) Given the product [NH2:1][C:2]1[C:16]([C:17]([O:19][N:35]2[CH:36]3[CH:41]=[CH:40][CH:39]=[CH:38][CH:37]3[N:42]=[N:43]2)=[O:18])=[C:5]2[N:6]=[C:7]([O:10][CH2:11][CH2:12][N:13]([CH3:15])[CH3:14])[CH:8]=[CH:9][N:4]2[N:3]=1, predict the reactants needed to synthesize it. The reactants are: [NH2:1][C:2]1[C:16]([C:17]([OH:19])=[O:18])=[C:5]2[N:6]=[C:7]([O:10][CH2:11][CH2:12][N:13]([CH3:15])[CH3:14])[CH:8]=[CH:9][N:4]2[N:3]=1.CCN(CC)CC.CN(C(O[N:35]1[N:43]=[N:42][C:37]2[CH:38]=[CH:39][CH:40]=[CH:41][C:36]1=2)=[N+](C)C)C.[B-](F)(F)(F)F. (3) Given the product [Si:1]([O:8][C@@H:9]1[C@@:29]2([CH3:30])[C:13](=[CH:14][CH:15]=[C:16]3[C@@H:28]2[CH2:27][CH2:26][C@@:25]2([CH3:31])[C@H:17]3[CH2:18][CH:19]=[C:20]2[C:21]([O:24]/[CH:41]=[CH:42]/[CH2:43][C:44]([O:47][Si:48]([CH2:49][CH3:50])([CH2:51][CH3:52])[CH2:53][CH3:54])([CH3:45])[CH3:46])([CH3:23])[CH3:22])[CH2:12][C@@H:11]([O:32][Si:33]([C:36]([CH3:39])([CH3:38])[CH3:37])([CH3:34])[CH3:35])[CH2:10]1)([C:4]([CH3:7])([CH3:6])[CH3:5])([CH3:3])[CH3:2], predict the reactants needed to synthesize it. The reactants are: [Si:1]([O:8][C@@H:9]1[C@@:29]2([CH3:30])[C:13](=[CH:14][CH:15]=[C:16]3[C@@H:28]2[CH2:27][CH2:26][C@@:25]2([CH3:31])[C@H:17]3[CH2:18][CH:19]=[C:20]2[C:21]([OH:24])([CH3:23])[CH3:22])[CH2:12][C@@H:11]([O:32][Si:33]([C:36]([CH3:39])([CH3:38])[CH3:37])([CH3:35])[CH3:34])[CH2:10]1)([C:4]([CH3:7])([CH3:6])[CH3:5])([CH3:3])[CH3:2].Br/[CH:41]=[CH:42]/[CH2:43][C:44]([O:47][Si:48]([CH2:53][CH3:54])([CH2:51][CH3:52])[CH2:49][CH3:50])([CH3:46])[CH3:45].[H-].[Na+].C1OCCOCCOCCOCCOC1. (4) Given the product [Cl:1][C:2]1[CH:9]=[C:8]([Cl:10])[CH:7]=[CH:6][C:3]=1/[CH:4]=[CH:11]/[C:12](=[O:13])[CH3:14], predict the reactants needed to synthesize it. The reactants are: [Cl:1][C:2]1[CH:9]=[C:8]([Cl:10])[CH:7]=[CH:6][C:3]=1[CH:4]=O.[CH3:11][C:12]([CH3:14])=[O:13].[OH-].[Na+]. (5) Given the product [Cl:13][C:14]1[CH:19]=[CH:18][C:17]([S:20]([NH:12][C:10]2[CH:11]=[C:2]([F:1])[CH:3]=[C:4]3[C:9]=2[N:8]=[CH:7][CH:6]=[CH:5]3)(=[O:21])=[O:22])=[C:16]([F:24])[CH:15]=1, predict the reactants needed to synthesize it. The reactants are: [F:1][C:2]1[CH:3]=[C:4]2[C:9](=[C:10]([NH2:12])[CH:11]=1)[N:8]=[CH:7][CH:6]=[CH:5]2.[Cl:13][C:14]1[CH:19]=[CH:18][C:17]([S:20](Cl)(=[O:22])=[O:21])=[C:16]([F:24])[CH:15]=1.